Dataset: Forward reaction prediction with 1.9M reactions from USPTO patents (1976-2016). Task: Predict the product of the given reaction. (1) Given the reactants [NH2:1][N:2]1[CH:6]=[CH:5][C:4]([Br:7])=[C:3]1[C:8]([O:10][CH3:11])=[O:9].[CH2:12]([O:19][CH2:20][CH2:21][C@H:22]([NH:26][C:27]([O:29][C:30]([CH3:33])([CH3:32])[CH3:31])=[O:28])[C:23](O)=[O:24])[C:13]1[CH:18]=[CH:17][CH:16]=[CH:15][CH:14]=1.C(N(CC)C(C)C)(C)C.C(P1(=O)OP(CCC)(=O)OP(CCC)(=O)O1)CC, predict the reaction product. The product is: [CH2:12]([O:19][CH2:20][CH2:21][C@H:22]([NH:26][C:27]([O:29][C:30]([CH3:33])([CH3:32])[CH3:31])=[O:28])[C:23]([NH:1][N:2]1[CH:6]=[CH:5][C:4]([Br:7])=[C:3]1[C:8]([O:10][CH3:11])=[O:9])=[O:24])[C:13]1[CH:14]=[CH:15][CH:16]=[CH:17][CH:18]=1. (2) Given the reactants [F:1][C:2]1[CH:3]=[C:4]([C:9]2[NH:10][CH:11]=[C:12]([C:20]3[CH2:21][CH2:22][N:23]4[C@H:27]([CH:28]=3)[CH2:26][C@@H:25]([C:29]3[CH:34]=[CH:33][CH:32]=[C:31]([O:35]C)[CH:30]=3)[CH2:24]4)[C:13]=2[C:14]2[CH:19]=[CH:18][N:17]=[CH:16][CH:15]=2)[CH:5]=[CH:6][C:7]=1[F:8].FC1C=CC(C2NC=C(C3CCN4[C@H](C=3)C[C@@H](C3C=CC(OC)=CC=3)C4)C=2C2C=CN=CC=2)=CC=1, predict the reaction product. The product is: [F:1][C:2]1[CH:3]=[C:4]([C:9]2[NH:10][CH:11]=[C:12]([C:20]3[CH2:21][CH2:22][N:23]4[C@H:27]([CH:28]=3)[CH2:26][C@@H:25]([C:29]3[CH:34]=[CH:33][CH:32]=[C:31]([OH:35])[CH:30]=3)[CH2:24]4)[C:13]=2[C:14]2[CH:19]=[CH:18][N:17]=[CH:16][CH:15]=2)[CH:5]=[CH:6][C:7]=1[F:8]. (3) Given the reactants [OH:1][CH:2]([CH3:8])/[CH:3]=[CH:4]/[C:5]([OH:7])=O.C1CCC(N=C=NC2CCCCC2)CC1.C1C=NC2N(O)N=NC=2C=1.[CH3:34][C:35]1[CH:44]=[C:43]([N:45]2[CH2:50][CH2:49][NH:48][CH2:47][CH2:46]2)[C:42]2[C:37](=[CH:38][CH:39]=[CH:40][CH:41]=2)[N:36]=1, predict the reaction product. The product is: [OH:1][CH:2]([CH3:8])/[CH:3]=[CH:4]/[C:5]([N:48]1[CH2:49][CH2:50][N:45]([C:43]2[C:42]3[C:37](=[CH:38][CH:39]=[CH:40][CH:41]=3)[N:36]=[C:35]([CH3:34])[CH:44]=2)[CH2:46][CH2:47]1)=[O:7]. (4) Given the reactants [CH2:1]([N:3]([CH2:37][CH3:38])[CH2:4][CH2:5][CH2:6][NH:7][C:8]1[N:9]=[C:10]([C:27]2[CH:28]=[C:29]([CH:33]=[CH:34][C:35]=2[CH3:36])[C:30]([OH:32])=O)[C:11]2[CH:17]=[CH:16][C:15](=[O:18])[N:14]([C:19]3[C:24]([F:25])=[CH:23][CH:22]=[CH:21][C:20]=3[F:26])[C:12]=2[N:13]=1)[CH3:2].CN(C(ON1N=NC2C=CC=CC1=2)=[N+](C)C)C.F[P-](F)(F)(F)(F)F.C(N(CC)CC)C.[NH:70]1[CH:74]=[C:73]([CH2:75][CH2:76][NH2:77])[N:72]=[CH:71]1, predict the reaction product. The product is: [CH2:1]([N:3]([CH2:37][CH3:38])[CH2:4][CH2:5][CH2:6][NH:7][C:8]1[N:9]=[C:10]([C:27]2[CH:28]=[C:29]([CH:33]=[CH:34][C:35]=2[CH3:36])[C:30]([NH:77][CH2:76][CH2:75][C:73]2[N:72]=[CH:71][NH:70][CH:74]=2)=[O:32])[C:11]2[CH:17]=[CH:16][C:15](=[O:18])[N:14]([C:19]3[C:20]([F:26])=[CH:21][CH:22]=[CH:23][C:24]=3[F:25])[C:12]=2[N:13]=1)[CH3:2]. (5) Given the reactants [NH2:1][C:2]1[CH:7]=[C:6]([C:8]2[S:9][C:10]([C:23]3[NH:27][CH:26]=[N:25][N:24]=3)=[C:11]([C:15]3[CH:20]=[CH:19][C:18]([Cl:21])=[CH:17][C:16]=3[Cl:22])[C:12]=2[C:13]#[N:14])[CH:5]=[CH:4][N:3]=1.N1C=CC=CC=1.[CH:34]1([C:37](Cl)=[O:38])[CH2:36][CH2:35]1.C(=O)(O)[O-].[Na+], predict the reaction product. The product is: [C:13]([C:12]1[C:11]([C:15]2[CH:20]=[CH:19][C:18]([Cl:21])=[CH:17][C:16]=2[Cl:22])=[C:10]([C:23]2[NH:27][CH:26]=[N:25][N:24]=2)[S:9][C:8]=1[C:6]1[CH:5]=[CH:4][N:3]=[C:2]([NH:1][C:37]([CH:34]2[CH2:36][CH2:35]2)=[O:38])[CH:7]=1)#[N:14].